From a dataset of Cav3 T-type calcium channel HTS with 100,875 compounds. Binary Classification. Given a drug SMILES string, predict its activity (active/inactive) in a high-throughput screening assay against a specified biological target. (1) The compound is O(c1ccc(C2CCCCC2)cc1)CC(=O)Nc1nn(nn1)CCC. The result is 0 (inactive). (2) The compound is O(CCN(C(C)(C)C)C)C(=O)c1cc2OCCOc2cc1. The result is 0 (inactive). (3) The result is 0 (inactive). The compound is Clc1sc(S(=O)(=O)N2C(CCCC2)C(O)=O)cc1. (4) The result is 0 (inactive). The molecule is FC(F)(c1oc2c(c(OC)c3c(occ3)c2OC)c(=O)c1)C(F)(F)F. (5) The molecule is S(C(C(=O)N(CC)CC)c1ccccc1)c1ccccc1. The result is 0 (inactive).